Dataset: NCI-60 drug combinations with 297,098 pairs across 59 cell lines. Task: Regression. Given two drug SMILES strings and cell line genomic features, predict the synergy score measuring deviation from expected non-interaction effect. (1) Drug 1: CC1C(C(CC(O1)OC2CC(OC(C2O)C)OC3=CC4=CC5=C(C(=O)C(C(C5)C(C(=O)C(C(C)O)O)OC)OC6CC(C(C(O6)C)O)OC7CC(C(C(O7)C)O)OC8CC(C(C(O8)C)O)(C)O)C(=C4C(=C3C)O)O)O)O. Drug 2: CCCCC(=O)OCC(=O)C1(CC(C2=C(C1)C(=C3C(=C2O)C(=O)C4=C(C3=O)C=CC=C4OC)O)OC5CC(C(C(O5)C)O)NC(=O)C(F)(F)F)O. Cell line: HCT-15. Synergy scores: CSS=84.8, Synergy_ZIP=2.82, Synergy_Bliss=0.873, Synergy_Loewe=0.423, Synergy_HSA=3.60. (2) Drug 1: C1C(C(OC1N2C=C(C(=O)NC2=O)F)CO)O. Drug 2: CC1C(C(CC(O1)OC2CC(CC3=C2C(=C4C(=C3O)C(=O)C5=CC=CC=C5C4=O)O)(C(=O)C)O)N)O. Cell line: KM12. Synergy scores: CSS=29.6, Synergy_ZIP=-3.09, Synergy_Bliss=-4.36, Synergy_Loewe=-13.7, Synergy_HSA=1.57.